This data is from Full USPTO retrosynthesis dataset with 1.9M reactions from patents (1976-2016). The task is: Predict the reactants needed to synthesize the given product. (1) Given the product [F:1][C:2]1[CH:7]=[CH:6][CH:5]=[C:4]([F:8])[C:3]=1[N:9]1[C:14]2[N:15]=[C:16]([N:29]3[CH2:30][CH2:31][CH:32]([N:35]4[CH2:36][CH2:37][CH:38]([CH3:41])[CH2:39][CH2:40]4)[CH2:33][CH2:34]3)[N:17]=[C:18]([C:19]3[CH:20]=[C:21]([CH:25]=[CH:26][C:27]=3[CH3:28])[C:22]([NH:51][CH:52]([CH3:57])[CH3:53])=[O:23])[C:13]=2[CH:12]=[CH:11][C:10]1=[O:42], predict the reactants needed to synthesize it. The reactants are: [F:1][C:2]1[CH:7]=[CH:6][CH:5]=[C:4]([F:8])[C:3]=1[N:9]1[C:14]2[N:15]=[C:16]([N:29]3[CH2:34][CH2:33][CH:32]([N:35]4[CH2:40][CH2:39][CH:38]([CH3:41])[CH2:37][CH2:36]4)[CH2:31][CH2:30]3)[N:17]=[C:18]([C:19]3[CH:20]=[C:21]([CH:25]=[CH:26][C:27]=3[CH3:28])[C:22](O)=[O:23])[C:13]=2[CH:12]=[CH:11][C:10]1=[O:42].CN(C(O[N:51]1N=N[C:53]2C=CC=[CH:57][C:52]1=2)=[N+](C)C)C.F[P-](F)(F)(F)(F)F.C(N(CC)CC)C.C(N)(C)C. (2) Given the product [OH:67][C@@H:64]([CH2:65][OH:66])[CH2:63][O:62][C:60]([CH2:59][CH2:58][CH2:57][C:54]1[CH:55]=[CH:56][C:51]([CH2:50][C:42]2[C:43]3[C:48](=[CH:47][CH:46]=[CH:45][C:44]=3[CH3:49])[N:40]([C@@H:10]3[O:11][C@H:12]([CH2:31][OH:32])[C@@H:13]([OH:23])[C@H:14]([OH:15])[C@H:9]3[OH:8])[CH:41]=2)=[CH:52][CH:53]=1)=[O:61], predict the reactants needed to synthesize it. The reactants are: C([O:8][C@@H:9]1[C@@H:14]([O:15]CC2C=CC=CC=2)[C@H:13]([O:23]CC2C=CC=CC=2)[C@@H:12]([CH2:31][O:32]CC2C=CC=CC=2)[O:11][C@H:10]1[N:40]1[C:48]2[C:43](=[C:44]([CH3:49])[CH:45]=[CH:46][CH:47]=2)[C:42]([CH2:50][C:51]2[CH:56]=[CH:55][C:54](/[CH:57]=[CH:58]/[CH2:59][C:60]([O:62][CH2:63][C@@H:64]([OH:67])[CH2:65][OH:66])=[O:61])=[CH:53][CH:52]=2)=[CH:41]1)C1C=CC=CC=1.CO. (3) Given the product [Br:1][C:2]1[CH:7]=[CH:6][C:5]([NH:8][C:9]2[O:21][C:13]3[C:14]([CH:18]([CH3:20])[CH3:19])=[CH:15][CH:16]=[CH:17][C:12]=3[N:11]=2)=[CH:4][CH:3]=1, predict the reactants needed to synthesize it. The reactants are: [Br:1][C:2]1[CH:7]=[CH:6][C:5]([N:8]=[C:9]=S)=[CH:4][CH:3]=1.[NH2:11][C:12]1[CH:17]=[CH:16][CH:15]=[C:14]([CH:18]([CH3:20])[CH3:19])[C:13]=1[OH:21].C(N(CC)CC)C. (4) Given the product [CH3:25][O:24][C:22]([C:4]1[N:5]([C:16]2[CH:17]=[CH:18][CH:19]=[CH:20][CH:21]=2)[C:6]2[C:11]([C:12](=[O:13])[C:3]=1[CH2:2][NH:1][C:31](=[O:32])[C:30]1[CH:34]=[CH:35][C:27]([F:26])=[CH:28][CH:29]=1)=[CH:10][CH:9]=[C:8]([O:14][CH3:15])[CH:7]=2)=[O:23], predict the reactants needed to synthesize it. The reactants are: [NH2:1][CH2:2][C:3]1[C:12](=[O:13])[C:11]2[C:6](=[CH:7][C:8]([O:14][CH3:15])=[CH:9][CH:10]=2)[N:5]([C:16]2[CH:21]=[CH:20][CH:19]=[CH:18][CH:17]=2)[C:4]=1[C:22]([O:24][CH3:25])=[O:23].[F:26][C:27]1[CH:35]=[CH:34][C:30]([C:31](Cl)=[O:32])=[CH:29][CH:28]=1. (5) Given the product [Cl:25][C:26]1[CH:27]=[C:28]([N:32]2[C:17]([C:12]3[C:13](=[O:16])[CH:14]=[CH:15][N:10]([C:6]4[CH:7]=[CH:8][CH:9]=[C:4]([O:3][CH:2]([F:24])[F:1])[CH:5]=4)[N:11]=3)=[CH:18][CH:19]=[N:20]2)[CH:29]=[CH:30][CH:31]=1, predict the reactants needed to synthesize it. The reactants are: [F:1][CH:2]([F:24])[O:3][C:4]1[CH:5]=[C:6]([N:10]2[CH:15]=[CH:14][C:13](=[O:16])[C:12]([C:17](=O)/[CH:18]=[CH:19]/[N:20](C)C)=[N:11]2)[CH:7]=[CH:8][CH:9]=1.[Cl:25][C:26]1[CH:27]=[C:28]([NH:32]N)[CH:29]=[CH:30][CH:31]=1. (6) Given the product [Br:14][C:4]1[CH:3]=[C:2]([NH:1][CH2:19][C:18]2[C:21]([CH3:25])=[CH:22][CH:23]=[CH:24][C:17]=2[CH2:15][CH3:16])[C:10]2[N:9]=[C:8]([CH2:11][OH:12])[N:7]([CH3:13])[C:6]=2[CH:5]=1, predict the reactants needed to synthesize it. The reactants are: [NH2:1][C:2]1[C:10]2[N:9]=[C:8]([CH2:11][OH:12])[N:7]([CH3:13])[C:6]=2[CH:5]=[C:4]([Br:14])[CH:3]=1.[CH2:15]([C:17]1[CH:24]=[CH:23][CH:22]=[C:21]([CH3:25])[C:18]=1[CH2:19]Cl)[CH3:16].C(=O)([O-])[O-].[K+].[K+].[I-].[K+]. (7) Given the product [CH3:1][CH:2]1[CH2:8][CH2:7][CH:6]2[N:10]([C:11]3[C:20]4[C:15](=[CH:16][CH:17]=[CH:18][CH:19]=4)[C:14]([C:21]#[N:22])=[CH:13][CH:12]=3)[CH:3]1[CH2:4][CH2:5]2, predict the reactants needed to synthesize it. The reactants are: [CH3:1][CH:2]1[C:8](=O)[CH2:7][CH:6]2[N:10]([C:11]3[C:20]4[C:15](=[CH:16][CH:17]=[CH:18][CH:19]=4)[C:14]([C:21]#[N:22])=[CH:13][CH:12]=3)[CH:3]1[CH2:4][CH2:5]2.C1(C)C=CC(S(NN)(=O)=O)=CC=1.C([BH3-])#N.[Na+].S1(CCCC1)(=O)=O.C1(C)C=CC(S(O)(=O)=O)=CC=1. (8) Given the product [Cl:1][C:2]1[C:3]([C:18]2[N:22]=[C:21]([C:23]3[N:24]=[C:25]4[C:30]([Cl:31])=[CH:29][C:28]([I:32])=[CH:27][N:26]4[CH:33]=3)[O:20][N:19]=2)=[CH:4][C:5]([F:17])=[C:6]([CH2:8][CH2:9][C:10]([OH:12])=[O:11])[CH:7]=1, predict the reactants needed to synthesize it. The reactants are: [Cl:1][C:2]1[C:3]([C:18]2[N:22]=[C:21]([C:23]3[N:24]=[C:25]4[C:30]([Cl:31])=[CH:29][C:28]([I:32])=[CH:27][N:26]4[CH:33]=3)[O:20][N:19]=2)=[CH:4][C:5]([F:17])=[C:6]([CH2:8][CH2:9][C:10]([O:12]C(C)(C)C)=[O:11])[CH:7]=1.C(O)(C(F)(F)F)=O. (9) Given the product [NH2:12][S:9]([C:4]1[C:3]([OH:13])=[C:2]([NH:1][C:32]([NH:31][C:19]2[N:23]([C:24]3[CH:25]=[CH:26][CH:27]=[CH:28][CH:29]=3)[N:22]=[N:21][CH:20]=2)=[O:33])[CH:7]=[CH:6][C:5]=1[Cl:8])(=[O:11])=[O:10], predict the reactants needed to synthesize it. The reactants are: [NH2:1][C:2]1[C:3]([OH:13])=[C:4]([S:9]([NH2:12])(=[O:11])=[O:10])[C:5]([Cl:8])=[CH:6][CH:7]=1.N(C([C:19]1[N:23]([C:24]2[CH:29]=[CH:28][CH:27]=[CH:26][CH:25]=2)[N:22]=[N:21][CH:20]=1)=O)=[N+]=[N-].C[N:31](C)[CH:32]=[O:33].